This data is from Catalyst prediction with 721,799 reactions and 888 catalyst types from USPTO. The task is: Predict which catalyst facilitates the given reaction. (1) Reactant: [CH3:1][O:2][C:3]1[CH:4]=[C:5]([CH2:19][NH2:20])[CH:6]=[C:7]([C:9]2[CH:14]=[CH:13][C:12]([C:15]([F:18])([F:17])[F:16])=[CH:11][CH:10]=2)[CH:8]=1.[F:21][C:22]1[CH:27]=[CH:26][C:25]([S:28]([N:31]([CH2:35][C:36](O)=[O:37])[CH:32]([CH3:34])[CH3:33])(=[O:30])=[O:29])=[CH:24][CH:23]=1.CN(C(ON1N=NC2C=CC=NC1=2)=[N+](C)C)C.F[P-](F)(F)(F)(F)F.C(N(CC)C(C)C)(C)C.OS([O-])(=O)=O.[K+]. Product: [F:21][C:22]1[CH:23]=[CH:24][C:25]([S:28]([N:31]([CH:32]([CH3:34])[CH3:33])[CH2:35][C:36]([NH:20][CH2:19][C:5]2[CH:6]=[C:7]([C:9]3[CH:10]=[CH:11][C:12]([C:15]([F:17])([F:16])[F:18])=[CH:13][CH:14]=3)[CH:8]=[C:3]([O:2][CH3:1])[CH:4]=2)=[O:37])(=[O:29])=[O:30])=[CH:26][CH:27]=1. The catalyst class is: 2. (2) Reactant: [NH2:1][C:2]1[C:3]([NH:13][C@@H:14]2[CH2:19][CH2:18][C@H:17]([C:20]([NH:22][CH:23]([CH3:25])[CH3:24])=[O:21])[CH2:16][CH2:15]2)=[CH:4][C:5]([O:8][CH2:9][CH2:10][O:11][CH3:12])=[N:6][CH:7]=1.[F:26][C:27]1[CH:37]=[CH:36][C:30]([C:31]([N:33]=[C:34]=S)=[O:32])=[CH:29][CH:28]=1.CCN(C(C)C)C(C)C.C(Cl)CCl. Product: [F:26][C:27]1[CH:28]=[CH:29][C:30]([C:31](/[N:33]=[C:34]2/[N:13]([C@H:14]3[CH2:19][CH2:18][C@@H:17]([C:20](=[O:21])[NH:22][CH:23]([CH3:25])[CH3:24])[CH2:16][CH2:15]3)[C:3]3[CH:4]=[C:5]([O:8][CH2:9][CH2:10][O:11][CH3:12])[N:6]=[CH:7][C:2]=3[NH:1]/2)=[O:32])=[CH:36][CH:37]=1. The catalyst class is: 1. (3) Reactant: [CH3:1][C:2]1([OH:9])[CH2:4][CH:3]1[Si:5]([CH3:8])([CH3:7])[CH3:6].C(N(CC)CC)C.[CH3:17][S:18](Cl)(=[O:20])=[O:19].C([O-])(O)=O.[Na+]. Product: [CH3:1][C:2]1([O:9][S:18]([CH3:17])(=[O:20])=[O:19])[CH2:4][CH:3]1[Si:5]([CH3:8])([CH3:7])[CH3:6]. The catalyst class is: 4.